From a dataset of Full USPTO retrosynthesis dataset with 1.9M reactions from patents (1976-2016). Predict the reactants needed to synthesize the given product. (1) Given the product [CH2:17]([NH:24][CH:14]([C:9]1[C:10]([CH3:13])=[N:11][O:12][C:8]=1[C:5]1[CH:6]=[CH:7][C:2]([Br:1])=[CH:3][CH:4]=1)[CH2:16][OH:15])[C:18]1[CH:23]=[CH:22][CH:21]=[CH:20][CH:19]=1, predict the reactants needed to synthesize it. The reactants are: [Br:1][C:2]1[CH:7]=[CH:6][C:5]([C:8]2[O:12][N:11]=[C:10]([CH3:13])[C:9]=2[CH:14]2[CH2:16][O:15]2)=[CH:4][CH:3]=1.[CH2:17]([NH2:24])[C:18]1[CH:23]=[CH:22][CH:21]=[CH:20][CH:19]=1. (2) Given the product [Cl:24][C:25]1[CH:44]=[C:43]([Cl:45])[CH:42]=[CH:41][C:26]=1[O:27][CH:28]1[CH2:29][CH2:30][NH:31][CH2:32][CH2:33]1, predict the reactants needed to synthesize it. The reactants are: ClC1C=C(C(C2CCN(C(OC(C)(C)C)=O)CC2)C)C=C(Cl)C=1.[Cl:24][C:25]1[CH:44]=[C:43]([Cl:45])[CH:42]=[CH:41][C:26]=1[O:27][CH:28]1[CH2:33][CH2:32][N:31](C(OC(C)(C)C)=O)[CH2:30][CH2:29]1.